This data is from Full USPTO retrosynthesis dataset with 1.9M reactions from patents (1976-2016). The task is: Predict the reactants needed to synthesize the given product. (1) Given the product [OH:5][CH:3]([CH3:4])[CH2:2][NH:1][C:9](=[O:10])[CH2:8][C:7](=[O:11])[CH3:6], predict the reactants needed to synthesize it. The reactants are: [NH2:1][CH2:2][CH:3]([OH:5])[CH3:4].[CH2:6]=[C:7]1[O:11][C:9](=[O:10])[CH2:8]1. (2) Given the product [Cl:17][C:18]1[CH:19]=[C:20]([CH:28]=[CH:29][C:30]=1[C:31]1[CH:32]=[N:33][C:34]([O:10][C:3]2[C:4]([CH3:9])=[CH:5][C:6]([Cl:8])=[CH:7][C:2]=2[Cl:1])=[C:35]([Cl:37])[CH:36]=1)[C:21]([NH:23][S:24]([CH3:27])(=[O:26])=[O:25])=[O:22], predict the reactants needed to synthesize it. The reactants are: [Cl:1][C:2]1[CH:7]=[C:6]([Cl:8])[CH:5]=[C:4]([CH3:9])[C:3]=1[OH:10].C(=O)([O-])[O-].[Cs+].[Cs+].[Cl:17][C:18]1[CH:19]=[C:20]([CH:28]=[CH:29][C:30]=1[C:31]1[CH:32]=[N:33][C:34](F)=[C:35]([Cl:37])[CH:36]=1)[C:21]([NH:23][S:24]([CH3:27])(=[O:26])=[O:25])=[O:22].